From a dataset of Forward reaction prediction with 1.9M reactions from USPTO patents (1976-2016). Predict the product of the given reaction. Given the reactants Cl.FC1C=C(C=CC=1)CN1C=C(C2C3C(=NC=C(C4C=CC(C5CCNCC5)=CC=4)C=3)N(S(C3C=CC(C)=CC=3)(=O)=O)C=2)C=N1.[F:46][C:47]1[CH:48]=[C:49]([CH:92]=[CH:93][CH:94]=1)[CH2:50][N:51]1[CH:55]=[C:54]([C:56]2[C:64]3[C:59](=[N:60][CH:61]=[C:62]([C:65]4[CH:70]=[CH:69][C:68]([N:71]5[CH2:76][CH2:75][N:74]([CH2:77][C@@H:78]([OH:80])[CH3:79])[CH2:73][CH2:72]5)=[C:67]([CH3:81])[CH:66]=4)[CH:63]=3)[N:58](S(C3C=CC(C)=CC=3)(=O)=O)[CH:57]=2)[CH:53]=[N:52]1.[OH-].[Li+], predict the reaction product. The product is: [F:46][C:47]1[CH:48]=[C:49]([CH:92]=[CH:93][CH:94]=1)[CH2:50][N:51]1[CH:55]=[C:54]([C:56]2[C:64]3[C:59](=[N:60][CH:61]=[C:62]([C:65]4[CH:70]=[CH:69][C:68]([N:71]5[CH2:72][CH2:73][N:74]([CH2:77][C@@H:78]([OH:80])[CH3:79])[CH2:75][CH2:76]5)=[C:67]([CH3:81])[CH:66]=4)[CH:63]=3)[NH:58][CH:57]=2)[CH:53]=[N:52]1.